This data is from Forward reaction prediction with 1.9M reactions from USPTO patents (1976-2016). The task is: Predict the product of the given reaction. (1) The product is: [OH:11][CH2:9][CH:7]([NH:8][C:20](=[O:21])[O:22][C:23]([CH3:26])([CH3:25])[CH3:24])[C:1]1[CH:2]=[CH:3][CH:4]=[CH:5][CH:6]=1. Given the reactants [C:1]1([CH:7]([C:9]([OH:11])=O)[NH2:8])[CH:6]=[CH:5][CH:4]=[CH:3][CH:2]=1.[H-].[Al+3].[Li+].[H-].[H-].[H-].[OH-].[Na+].[C:20](O[C:20]([O:22][C:23]([CH3:26])([CH3:25])[CH3:24])=[O:21])([O:22][C:23]([CH3:26])([CH3:25])[CH3:24])=[O:21].S([O-])([O-])(=O)=O.[Na+].[Na+], predict the reaction product. (2) Given the reactants Cl[CH2:2][CH2:3][CH2:4][O:5][C:6]1[C:15]2[C:10](=[CH:11][CH:12]=[CH:13][CH:14]=2)[C:9]([NH:16][C:17](=[O:31])[C:18]2[CH:23]=[C:22]([N:24]3[CH2:29][CH2:28][CH2:27][CH2:26][CH2:25]3)[CH:21]=[C:20]([F:30])[CH:19]=2)=[CH:8][CH:7]=1.[C:32]([N:35]1[CH2:40][CH2:39][NH:38][CH2:37][CH2:36]1)(=[O:34])[CH3:33], predict the reaction product. The product is: [C:32]([N:35]1[CH2:40][CH2:39][N:38]([CH2:2][CH2:3][CH2:4][O:5][C:6]2[C:15]3[C:10](=[CH:11][CH:12]=[CH:13][CH:14]=3)[C:9]([NH:16][C:17](=[O:31])[C:18]3[CH:23]=[C:22]([N:24]4[CH2:29][CH2:28][CH2:27][CH2:26][CH2:25]4)[CH:21]=[C:20]([F:30])[CH:19]=3)=[CH:8][CH:7]=2)[CH2:37][CH2:36]1)(=[O:34])[CH3:33]. (3) Given the reactants [CH3:1][N:2]1[CH:6]=[C:5]([C:7]2[CH:12]=[CH:11][CH:10]=[CH:9][CH:8]=2)[N:4]=[C:3]1[C@H:13]1[CH2:18][CH2:17][C@H:16]([C:19](OC)=[O:20])[CH2:15][CH2:14]1, predict the reaction product. The product is: [NH2:2][CH2:6][CH2:5][NH:4][C:19]([C@H:16]1[CH2:15][CH2:14][C@H:13]([C:3]2[N:2]([CH3:1])[CH:6]=[C:5]([C:7]3[CH:12]=[CH:11][CH:10]=[CH:9][CH:8]=3)[N:4]=2)[CH2:18][CH2:17]1)=[O:20]. (4) Given the reactants [Li+].C[Si]([N-][Si](C)(C)C)(C)C.[F:11][CH:12]([F:28])[C:13]1[CH:14]=[C:15]2[C:20](=[N:21][C:22]=1[CH:23]([O:26][CH3:27])[O:24][CH3:25])[NH:19][CH2:18][CH2:17][CH2:16]2.[C:29]1([O:35][C:36](=O)[O:37]C2C=CC=CC=2)[CH:34]=[CH:33][CH:32]=[CH:31][CH:30]=1, predict the reaction product. The product is: [F:28][CH:12]([F:11])[C:13]1[CH:14]=[C:15]2[C:20](=[N:21][C:22]=1[CH:23]([O:24][CH3:25])[O:26][CH3:27])[N:19]([C:36]([O:35][C:29]1[CH:34]=[CH:33][CH:32]=[CH:31][CH:30]=1)=[O:37])[CH2:18][CH2:17][CH2:16]2. (5) Given the reactants [CH2:1]([O:3][C:4]([C@@H:6]1[CH2:10][CH2:9][C:8](=[O:11])[NH:7]1)=[O:5])[CH3:2].CCN(CC)CC.[CH3:19][C:20]([O:23][C:24](O[C:24]([O:23][C:20]([CH3:22])([CH3:21])[CH3:19])=[O:25])=[O:25])([CH3:22])[CH3:21], predict the reaction product. The product is: [CH2:1]([O:3][C:4]([C@@H:6]1[CH2:10][CH2:9][C:8](=[O:11])[N:7]1[C:24]([O:23][C:20]([CH3:22])([CH3:21])[CH3:19])=[O:25])=[O:5])[CH3:2]. (6) The product is: [N:30]1([C:15](=[O:16])[CH2:14][NH:13][C:11]([N:9]2[CH2:8][CH2:7][N:6]3[C:2](=[O:1])[O:3][C:4]([C:24]4[CH:25]=[CH:26][CH:27]=[CH:28][CH:29]=4)([C:18]4[CH:23]=[CH:22][CH:21]=[CH:20][CH:19]=4)[CH:5]3[CH2:10]2)=[O:12])[CH2:35][CH2:34][O:33][CH2:32][CH2:31]1. Given the reactants [O:1]=[C:2]1[N:6]2[CH2:7][CH2:8][N:9]([C:11]([NH:13][CH2:14][C:15](O)=[O:16])=[O:12])[CH2:10][CH:5]2[C:4]([C:24]2[CH:29]=[CH:28][CH:27]=[CH:26][CH:25]=2)([C:18]2[CH:23]=[CH:22][CH:21]=[CH:20][CH:19]=2)[O:3]1.[NH:30]1[CH2:35][CH2:34][O:33][CH2:32][CH2:31]1.Cl.C(N=C=NCCCN(C)C)C.ON1C2C=CC=CC=2N=N1, predict the reaction product.